Dataset: Experimentally validated miRNA-target interactions with 360,000+ pairs, plus equal number of negative samples. Task: Binary Classification. Given a miRNA mature sequence and a target amino acid sequence, predict their likelihood of interaction. Result: 0 (no interaction). The protein sequence of the target gene is MADVPGAQRAVPGDGPEPRDPLDCWACAVLVTAQNLLVAAFNLLLLVLVLGTILLPAVTMLGFGFLCHSQFLRSQAPPCTAHLRDPGFTALLVTGFLLLVPLLVLALASYRRLCLRLRLADCLVPYSRALYRRRRAPQPRQIRASPGSQAVPTSGKVWV. The miRNA is hsa-miR-1343-3p with sequence CUCCUGGGGCCCGCACUCUCGC.